This data is from NCI-60 drug combinations with 297,098 pairs across 59 cell lines. The task is: Regression. Given two drug SMILES strings and cell line genomic features, predict the synergy score measuring deviation from expected non-interaction effect. (1) Drug 1: CS(=O)(=O)C1=CC(=C(C=C1)C(=O)NC2=CC(=C(C=C2)Cl)C3=CC=CC=N3)Cl. Drug 2: CN(C)N=NC1=C(NC=N1)C(=O)N. Cell line: PC-3. Synergy scores: CSS=4.06, Synergy_ZIP=-0.694, Synergy_Bliss=2.25, Synergy_Loewe=-0.0361, Synergy_HSA=0.216. (2) Drug 1: CN(C)N=NC1=C(NC=N1)C(=O)N. Drug 2: C1CCC(C(C1)N)N.C(=O)(C(=O)[O-])[O-].[Pt+4]. Cell line: OVCAR-5. Synergy scores: CSS=-2.69, Synergy_ZIP=-6.14, Synergy_Bliss=-10.9, Synergy_Loewe=-23.1, Synergy_HSA=-11.7. (3) Drug 1: COC1=CC(=CC(=C1O)OC)C2C3C(COC3=O)C(C4=CC5=C(C=C24)OCO5)OC6C(C(C7C(O6)COC(O7)C8=CC=CS8)O)O. Drug 2: CC1CCCC2(C(O2)CC(NC(=O)CC(C(C(=O)C(C1O)C)(C)C)O)C(=CC3=CSC(=N3)C)C)C. Cell line: OVCAR-4. Synergy scores: CSS=2.98, Synergy_ZIP=-1.74, Synergy_Bliss=-0.548, Synergy_Loewe=-0.958, Synergy_HSA=-0.945. (4) Drug 1: CCC1(CC2CC(C3=C(CCN(C2)C1)C4=CC=CC=C4N3)(C5=C(C=C6C(=C5)C78CCN9C7C(C=CC9)(C(C(C8N6C=O)(C(=O)OC)O)OC(=O)C)CC)OC)C(=O)OC)O.OS(=O)(=O)O. Drug 2: CC1C(C(CC(O1)OC2CC(CC3=C2C(=C4C(=C3O)C(=O)C5=C(C4=O)C(=CC=C5)OC)O)(C(=O)CO)O)N)O.Cl. Cell line: HS 578T. Synergy scores: CSS=34.4, Synergy_ZIP=-0.901, Synergy_Bliss=1.16, Synergy_Loewe=-1.69, Synergy_HSA=2.34. (5) Synergy scores: CSS=4.87, Synergy_ZIP=2.42, Synergy_Bliss=2.88, Synergy_Loewe=1.33, Synergy_HSA=1.35. Drug 2: CC1=C(C=C(C=C1)C(=O)NC2=CC(=CC(=C2)C(F)(F)F)N3C=C(N=C3)C)NC4=NC=CC(=N4)C5=CN=CC=C5. Drug 1: C1=NC2=C(N1)C(=S)N=CN2. Cell line: M14.